Dataset: Forward reaction prediction with 1.9M reactions from USPTO patents (1976-2016). Task: Predict the product of the given reaction. (1) Given the reactants Br[C:2]1([CH2:13][C:14]2[CH:19]=[CH:18][CH:17]=[C:16]([Cl:20])[CH:15]=2)[C:10]2[C:5](=[CH:6][C:7]([Cl:11])=[CH:8][CH:9]=2)[NH:4][C:3]1=[O:12].[CH:21]1([NH2:27])[CH2:26][CH2:25][CH2:24][CH2:23][CH2:22]1.CCN(C(C)C)C(C)C, predict the reaction product. The product is: [Cl:11][C:7]1[CH:6]=[C:5]2[C:10]([C:2]([CH2:13][C:14]3[CH:19]=[CH:18][CH:17]=[C:16]([Cl:20])[CH:15]=3)([NH:27][CH:21]3[CH2:26][CH2:25][CH2:24][CH2:23][CH2:22]3)[C:3](=[O:12])[NH:4]2)=[CH:9][CH:8]=1. (2) The product is: [C:16]1([C@H:22]([O:24][C:30](=[O:39])[NH:27][C:12]2[N:8]([C:5]3[CH:4]=[CH:3][C:2]([Br:1])=[CH:7][CH:6]=3)[N:9]=[N:10][CH:11]=2)[CH3:23])[CH:21]=[CH:20][CH:19]=[CH:18][CH:17]=1. Given the reactants [Br:1][C:2]1[CH:7]=[CH:6][C:5]([N:8]2[C:12](C(O)=O)=[CH:11][N:10]=[N:9]2)=[CH:4][CH:3]=1.[C:16]1([C@H:22]([OH:24])[CH3:23])[CH:21]=[CH:20][CH:19]=[CH:18][CH:17]=1.C([N:27]([CH2:30]C)CC)C.C1(P(N=[N+]=[N-])(C2C=CC=CC=2)=[O:39])C=CC=CC=1, predict the reaction product. (3) Given the reactants [C:1]([NH:9][NH:10][C:11](=[O:19])[C:12]1[CH:17]=[CH:16][C:15]([I:18])=[CH:14][CH:13]=1)(=O)[C:2]1[CH:7]=[CH:6][CH:5]=[CH:4][CH:3]=1, predict the reaction product. The product is: [I:18][C:15]1[CH:14]=[CH:13][C:12]([C:11]2[O:19][C:1]([C:2]3[CH:3]=[CH:4][CH:5]=[CH:6][CH:7]=3)=[N:9][N:10]=2)=[CH:17][CH:16]=1. (4) Given the reactants [C:1]1([C:7]2[O:8][C:9](/[CH:12]=[C:13](\[CH3:30])/[CH2:14][CH2:15]/[CH:16]=[C:17](\[CH3:29])/[CH2:18][CH2:19]/[CH:20]=[C:21](\[CH3:28])/[CH2:22][CH2:23][CH:24]=[C:25]([CH3:27])[CH3:26])=[N:10][N:11]=2)[CH:6]=[CH:5][CH:4]=[CH:3][CH:2]=1.C(C/C(/C)=C/CC/C(/C)=C/C[C:49](Cl)=[O:50])/C=C(/CCC=C(C)C)\C, predict the reaction product. The product is: [CH3:49][O:50][C:4]1[CH:3]=[CH:2][C:1]([C:7]2[O:8][C:9](/[CH:12]=[C:13](\[CH3:30])/[CH2:14][CH2:15]/[CH:16]=[C:17](\[CH3:29])/[CH2:18][CH2:19]/[CH:20]=[C:21](\[CH3:28])/[CH2:22][CH2:23][CH:24]=[C:25]([CH3:27])[CH3:26])=[N:10][N:11]=2)=[CH:6][CH:5]=1. (5) Given the reactants Br[C:2]1[CH:3]=[N:4][CH:5]=[C:6]2[C:11]=1[N:10]=[C:9]([C:12]([NH2:14])=[O:13])[C:8]([CH3:15])=[CH:7]2.[F:16][C:17]1[CH:22]=[CH:21][C:20](B(O)O)=[CH:19][CH:18]=1, predict the reaction product. The product is: [F:16][C:17]1[CH:22]=[CH:21][C:20]([C:2]2[CH:3]=[N:4][CH:5]=[C:6]3[C:11]=2[N:10]=[C:9]([C:12]([NH2:14])=[O:13])[C:8]([CH3:15])=[CH:7]3)=[CH:19][CH:18]=1. (6) Given the reactants [F:1][C:2]([F:32])([F:31])[C:3]1[CH:4]=[C:5]([CH:24]=[C:25]([C:27]([F:30])([F:29])[F:28])[CH:26]=1)[CH2:6][O:7][CH2:8][C:9]([C:12]1[CH:17]=[CH:16][CH:15]=[CH:14][C:13]=1[CH:18]1OCCC[O:19]1)=[CH:10][CH3:11].Cl.[BH4-].[Na+], predict the reaction product. The product is: [F:1][C:2]([F:31])([F:32])[C:3]1[CH:4]=[C:5]([CH:24]=[C:25]([C:27]([F:29])([F:28])[F:30])[CH:26]=1)[CH2:6][O:7][CH2:8][C:9]([C:12]1[CH:17]=[CH:16][CH:15]=[CH:14][C:13]=1[CH2:18][OH:19])=[CH:10][CH3:11]. (7) Given the reactants [C:1]1([CH3:18])[CH:6]=[CH:5][C:4]([S:7]([N:10]2[CH:14]=[CH:13][C:12]([C:15]([OH:17])=O)=[CH:11]2)(=[O:9])=[O:8])=[CH:3][CH:2]=1.[NH2:19][C:20]1[S:21][CH:22]=[CH:23][N:24]=1, predict the reaction product. The product is: [S:21]1[CH:22]=[CH:23][N:24]=[C:20]1[NH:19][C:15]([C:12]1[CH:13]=[CH:14][N:10]([S:7]([C:4]2[CH:3]=[CH:2][C:1]([CH3:18])=[CH:6][CH:5]=2)(=[O:8])=[O:9])[CH:11]=1)=[O:17]. (8) Given the reactants F[P-](F)(F)(F)(F)F.N1(O[P+](N(C)C)(N(C)C)N(C)C)C2C=CC=CC=2N=N1.C(N(CC)C(C)C)(C)C.[F:37][CH:38]([F:44])/[CH:39]=[CH:40]/[C:41](O)=[O:42].[NH2:45][C:46]1[N:50]([C@@H:51]2[CH2:56][CH2:55][CH2:54][NH:53][CH2:52]2)[N:49]=[C:48]([C:57]2[CH:62]=[CH:61][C:60]([O:63][C:64]3[CH:69]=[CH:68][CH:67]=[C:66]([C:70]([F:73])([F:72])[F:71])[N:65]=3)=[CH:59][CH:58]=2)[C:47]=1[C:74]([NH2:76])=[O:75], predict the reaction product. The product is: [NH2:45][C:46]1[N:50]([C@@H:51]2[CH2:56][CH2:55][CH2:54][N:53]([C:41](=[O:42])/[CH:40]=[CH:39]/[CH:38]([F:44])[F:37])[CH2:52]2)[N:49]=[C:48]([C:57]2[CH:62]=[CH:61][C:60]([O:63][C:64]3[CH:69]=[CH:68][CH:67]=[C:66]([C:70]([F:73])([F:72])[F:71])[N:65]=3)=[CH:59][CH:58]=2)[C:47]=1[C:74]([NH2:76])=[O:75]. (9) Given the reactants [CH3:1][N:2]([CH3:14])[C:3]1[CH:4]=[C:5]([CH:8]=[C:9]([C:11]([CH3:13])=[CH2:12])[CH:10]=1)[C:6]#[N:7].C(C1C=NC=C(CCC(C)C)C=1)#N, predict the reaction product. The product is: [NH2:7][CH2:6][C:5]1[CH:4]=[C:3]([CH:10]=[C:9]([CH:11]([CH3:13])[CH3:12])[CH:8]=1)[N:2]([CH3:14])[CH3:1].